This data is from Catalyst prediction with 721,799 reactions and 888 catalyst types from USPTO. The task is: Predict which catalyst facilitates the given reaction. (1) Reactant: [OH:1][C:2]1[C:11]2[C:6](=[CH:7][CH:8]=[CH:9][CH:10]=2)[C:5]([NH:12][C:13](=[O:19])[O:14][C:15]([CH3:18])([CH3:17])[CH3:16])=[CH:4][CH:3]=1.Br[CH2:21][CH2:22][CH2:23][Cl:24].C([O-])([O-])=O.[K+].[K+]. Product: [C:15]([O:14][C:13](=[O:19])[NH:12][C:5]1[C:6]2[C:11](=[CH:10][CH:9]=[CH:8][CH:7]=2)[C:2]([O:1][CH2:21][CH2:22][CH2:23][Cl:24])=[CH:3][CH:4]=1)([CH3:16])([CH3:18])[CH3:17]. The catalyst class is: 10. (2) Reactant: Cl[C:2]1[CH:7]=[CH:6][C:5]([N+:8]([O-:10])=[O:9])=[CH:4][N:3]=1.[CH3:11][O:12][CH2:13][CH2:14][NH2:15]. Product: [CH3:11][O:12][CH2:13][CH2:14][NH:15][C:2]1[CH:7]=[CH:6][C:5]([N+:8]([O-:10])=[O:9])=[CH:4][N:3]=1. The catalyst class is: 6. (3) Reactant: [Li]CCCC.[Li+].CC([N-]C(C)C)C.[Cl:14][C:15]1[CH:19]=[CH:18][S:17][C:16]=1[C:20]([OH:22])=[O:21].[Br:23]CCBr.Cl. Product: [Br:23][C:18]1[S:17][C:16]([C:20]([OH:22])=[O:21])=[C:15]([Cl:14])[CH:19]=1. The catalyst class is: 1. (4) Reactant: [NH:1]1[C:9]2[C:4](=[C:5]([O:10][C@H:11]3[CH2:16][CH2:15][CH2:14][C@H:13]([NH2:17])[CH2:12]3)[CH:6]=[CH:7][CH:8]=2)[CH:3]=[N:2]1.[ClH:18].C(OCC)C. Product: [ClH:18].[NH:1]1[C:9]2[C:4](=[C:5]([O:10][C@H:11]3[CH2:16][CH2:15][CH2:14][C@H:13]([NH2:17])[CH2:12]3)[CH:6]=[CH:7][CH:8]=2)[CH:3]=[N:2]1. The catalyst class is: 8.